From a dataset of Forward reaction prediction with 1.9M reactions from USPTO patents (1976-2016). Predict the product of the given reaction. (1) Given the reactants Cl[CH2:2][CH2:3][CH:4]=[C:5]1[C:11]2[CH:12]=[CH:13][CH:14]=[CH:15][C:10]=2[CH2:9][O:8][C:7]2[CH:16]=[CH:17][CH:18]=[CH:19][C:6]1=2.[CH3:20][NH:21][CH3:22].O.Cl, predict the reaction product. The product is: [CH3:20][N:21]([CH3:22])[CH2:2][CH2:3][CH:4]=[C:5]1[C:11]2[CH:12]=[CH:13][CH:14]=[CH:15][C:10]=2[CH2:9][O:8][C:7]2[CH:16]=[CH:17][CH:18]=[CH:19][C:6]1=2. (2) Given the reactants B(O)(O)O.[OH:5]O.S(=O)(=O)(O)O.[F:12][C:13]1[CH:14]=[C:15]([N+:23]([O-:25])=[O:24])[C:16]([OH:22])=[C:17](C(=O)C)[CH:18]=1, predict the reaction product. The product is: [F:12][C:13]1[CH:18]=[C:17]([OH:5])[C:16]([OH:22])=[C:15]([N+:23]([O-:25])=[O:24])[CH:14]=1. (3) Given the reactants [H-].[Na+].CO[C:5]([C:7]1[S:8][CH:9]=[CH:10][C:11]=1[NH:12][CH2:13][C:14]1[CH:19]=[CH:18][C:17]([O:20][CH3:21])=[CH:16][CH:15]=1)=[O:6].C([CH:24]([C:28](Cl)=[O:29])[C:25](Cl)=[O:26])C.[O-:31][CH2:32][CH3:33].[Na+], predict the reaction product. The product is: [CH2:32]([O:31][C:28]([C:24]1[C:25](=[O:26])[N:12]([CH2:13][C:14]2[CH:15]=[CH:16][C:17]([O:20][CH3:21])=[CH:18][CH:19]=2)[C:11]2[CH:10]=[CH:9][S:8][C:7]=2[C:5]=1[OH:6])=[O:29])[CH3:33].